From a dataset of Full USPTO retrosynthesis dataset with 1.9M reactions from patents (1976-2016). Predict the reactants needed to synthesize the given product. (1) Given the product [CH2:11]([O:10][C:8](=[O:9])[NH:7][C:3]1([C:4](=[O:6])[NH:59][C:56]2([C:54]3[N:53]=[CH:52][O:51][CH:55]=3)[CH2:58][CH2:57]2)[CH2:2][CH2:1]1)[C:12]1[CH:17]=[CH:16][CH:15]=[CH:14][CH:13]=1, predict the reactants needed to synthesize it. The reactants are: [CH2:1]1[C:3]([NH:7][C:8]([O:10][CH2:11][C:12]2[CH:17]=[CH:16][CH:15]=[CH:14][CH:13]=2)=[O:9])([C:4]([OH:6])=O)[CH2:2]1.CCN(C(C)C)C(C)C.CN(C(ON1N=NC2C=CC=NC1=2)=[N+](C)C)C.F[P-](F)(F)(F)(F)F.[O:51]1[CH:55]=[C:54]([C:56]2([NH2:59])[CH2:58][CH2:57]2)[N:53]=[CH:52]1. (2) Given the product [Br:1][C:2]1[CH:14]=[CH:13][C:12]([C:15](=[O:17])[NH2:16])=[C:11]2[C:3]=1[C:4]1[CH:5]=[CH:6][C:7]([C:18]([O:20][CH2:21][CH3:22])=[O:19])=[CH:8][C:9]=1[NH:10]2, predict the reactants needed to synthesize it. The reactants are: [Br:1][C:2]1[CH:14]=[CH:13][C:12]([C:15](=[O:17])[NH2:16])=[C:11]2[C:3]=1[C:4]1[CH2:5][CH2:6][CH:7]([C:18]([O:20][CH2:21][CH3:22])=[O:19])[CH2:8][C:9]=1[NH:10]2.ClC1C(=O)C(C#N)=C(C#N)C(=O)C=1Cl.